Dataset: Forward reaction prediction with 1.9M reactions from USPTO patents (1976-2016). Task: Predict the product of the given reaction. Given the reactants Br[CH2:2][C:3]1[CH:8]=[CH:7][C:6]([N+:9]([O-:11])=[O:10])=[CH:5][C:4]=1[S:12]([O:15][CH2:16][C:17]([CH3:20])([CH3:19])[CH3:18])(=[O:14])=[O:13].[CH2:21]([O:23][P:24]([O:28]CC)[O:25][CH2:26][CH3:27])[CH3:22], predict the reaction product. The product is: [CH2:21]([O:23][P:24]([CH2:2][C:3]1[CH:8]=[CH:7][C:6]([N+:9]([O-:11])=[O:10])=[CH:5][C:4]=1[S:12]([O:15][CH2:16][C:17]([CH3:20])([CH3:19])[CH3:18])(=[O:14])=[O:13])([O:25][CH2:26][CH3:27])=[O:28])[CH3:22].